This data is from Forward reaction prediction with 1.9M reactions from USPTO patents (1976-2016). The task is: Predict the product of the given reaction. (1) Given the reactants Br[C:2]1[N:6]([CH3:7])[CH:5]=[N:4][CH:3]=1.C([Mg]Cl)(C)C.[CH:13]([CH:15]1[CH2:20][CH2:19][N:18]([C:21]([O:23][C:24]([CH3:27])([CH3:26])[CH3:25])=[O:22])[CH2:17][CH2:16]1)=[O:14], predict the reaction product. The product is: [OH:14][CH:13]([C:2]1[N:6]([CH3:7])[CH:5]=[N:4][CH:3]=1)[CH:15]1[CH2:20][CH2:19][N:18]([C:21]([O:23][C:24]([CH3:27])([CH3:26])[CH3:25])=[O:22])[CH2:17][CH2:16]1. (2) Given the reactants [C:1]([C:5]1[N:6]=[C:7]([C:10]2[CH:18]=[CH:17][CH:16]=[CH:15][C:11]=2[C:12]([OH:14])=O)[S:8][CH:9]=1)([CH3:4])([CH3:3])[CH3:2].CN(C(ON1N=NC2C=CC=NC1=2)=[N+](C)C)C.F[P-](F)(F)(F)(F)F.CCN(C(C)C)C(C)C.[NH2:52][C:53]1[CH:83]=[CH:82][C:56]2[N:57]=[C:58]([C:60]([NH:62][C@@H:63]([C:76]3[CH:81]=[CH:80][CH:79]=[CH:78][CH:77]=3)[C:64]([N:66]([CH2:68][C:69]3[CH:74]=[CH:73][C:72]([F:75])=[CH:71][CH:70]=3)[CH3:67])=[O:65])=[O:61])[S:59][C:55]=2[CH:54]=1, predict the reaction product. The product is: [C:1]([C:5]1[N:6]=[C:7]([C:10]2[CH:18]=[CH:17][CH:16]=[CH:15][C:11]=2[C:12]([NH:52][C:53]2[CH:83]=[CH:82][C:56]3[N:57]=[C:58]([C:60]([NH:62][C@@H:63]([C:76]4[CH:81]=[CH:80][CH:79]=[CH:78][CH:77]=4)[C:64]([N:66]([CH2:68][C:69]4[CH:74]=[CH:73][C:72]([F:75])=[CH:71][CH:70]=4)[CH3:67])=[O:65])=[O:61])[S:59][C:55]=3[CH:54]=2)=[O:14])[S:8][CH:9]=1)([CH3:2])([CH3:3])[CH3:4].